Dataset: Forward reaction prediction with 1.9M reactions from USPTO patents (1976-2016). Task: Predict the product of the given reaction. (1) Given the reactants [NH2:1][C:2]1[N:7]=[C:6]([N:8]2[C:16]3[C:11](=[CH:12][CH:13]=[C:14]([Br:17])[CH:15]=3)[C:10]([C:18]([OH:20])=O)=[N:9]2)[CH:5]=[CH:4][N:3]=1.S(Cl)(Cl)=O.Cl.[NH:26]1[CH2:29][CH:28]([OH:30])[CH2:27]1.CCN(C(C)C)C(C)C, predict the reaction product. The product is: [NH2:1][C:2]1[N:7]=[C:6]([N:8]2[C:16]3[C:11](=[CH:12][CH:13]=[C:14]([Br:17])[CH:15]=3)[C:10]([C:18]([N:26]3[CH2:29][CH:28]([OH:30])[CH2:27]3)=[O:20])=[N:9]2)[CH:5]=[CH:4][N:3]=1. (2) Given the reactants [CH2:1]([O:8][C:9]1[CH:14]=[CH:13][N:12]([CH2:15][C:16]2[CH:21]=[CH:20][C:19]([CH3:22])=[CH:18][CH:17]=2)[C:11](=[O:23])[CH:10]=1)[C:2]1[CH:7]=[CH:6][CH:5]=[CH:4][CH:3]=1.C([O-])(=O)C.[Na+].[Br:29]Br.O, predict the reaction product. The product is: [CH2:1]([O:8][C:9]1[CH:14]=[CH:13][N:12]([CH2:15][C:16]2[CH:17]=[CH:18][C:19]([CH3:22])=[CH:20][CH:21]=2)[C:11](=[O:23])[C:10]=1[Br:29])[C:2]1[CH:3]=[CH:4][CH:5]=[CH:6][CH:7]=1. (3) Given the reactants CO[Na].Cl.[C:5]([NH2:8])(=[NH:7])[CH3:6].[CH3:9][CH:10]([C:15](OC)=[O:16])[C:11](OC)=[O:12], predict the reaction product. The product is: [CH3:6][C:5]1[N:8]=[C:11]([OH:12])[C:10]([CH3:9])=[C:15]([OH:16])[N:7]=1. (4) Given the reactants [NH2:1][C:2]1[CH:7]=[CH:6][N:5]=[C:4]([CH3:8])[N:3]=1.Cl[Si:10]([CH3:13])([CH3:12])[CH3:11], predict the reaction product. The product is: [CH3:11][Si:10]([CH3:13])([CH3:12])[N:1]([C:2]1[CH:7]=[CH:6][N:5]=[C:4]([CH3:8])[N:3]=1)[Si:10]([CH3:13])([CH3:12])[CH3:11]. (5) The product is: [CH2:12]([O:11][C:9](=[O:10])[CH2:8][N:3]1[CH2:4][CH2:5][N:6]([C:24]([O:26][C:27]2[CH:28]=[CH:29][C:30]([N+:33]([O-:35])=[O:34])=[CH:31][CH:32]=2)=[O:25])[CH2:7][C:2]1=[O:1])[CH3:13]. Given the reactants [O:1]=[C:2]1[CH2:7][NH:6][CH2:5][CH2:4][N:3]1[CH2:8][C:9]([O:11][CH2:12][CH3:13])=[O:10].CCN(C(C)C)C(C)C.Cl[C:24]([O:26][C:27]1[CH:32]=[CH:31][C:30]([N+:33]([O-:35])=[O:34])=[CH:29][CH:28]=1)=[O:25], predict the reaction product. (6) Given the reactants [CH3:1][C:2]1[C:6]([C:7]2[CH:8]=[C:9]([C:19]([C:21]3[CH:26]=[CH:25][CH:24]=[CH:23][N:22]=3)=[O:20])[C:10]3[N:14]=[C:13]([O:15]CC)[NH:12][C:11]=3[CH:18]=2)=[C:5]([CH3:27])[O:4][N:3]=1.[CH2:28]([Mg]Br)[CH3:29].CCO.Cl.O1CCOCC1, predict the reaction product. The product is: [CH3:1][C:2]1[C:6]([C:7]2[CH:8]=[C:9]([C:19]([OH:20])([C:21]3[CH:26]=[CH:25][CH:24]=[CH:23][N:22]=3)[CH2:28][CH3:29])[C:10]3[NH:14][C:13](=[O:15])[NH:12][C:11]=3[CH:18]=2)=[C:5]([CH3:27])[O:4][N:3]=1. (7) Given the reactants [NH2:1][CH:2]([CH2:12][C:13]1[CH:18]=[CH:17][CH:16]=[C:15]([O:19][C:20]([F:25])([F:24])[CH:21]([F:23])[F:22])[CH:14]=1)[CH:3]([C:5]1[CH:10]=[CH:9][N:8]=[C:7]([F:11])[CH:6]=1)[OH:4].[F:26][C:27]1[C:36]2[C:31](=[CH:32][CH:33]=[CH:34][CH:35]=2)[C:30]([C:37](O)=[O:38])=[CH:29][CH:28]=1.Cl.C(N=C=NCCCN(C)C)C.O.ON1C2C=CC=CC=2N=N1, predict the reaction product. The product is: [F:26][C:27]1[C:36]2[C:31](=[CH:32][CH:33]=[CH:34][CH:35]=2)[C:30]([C:37]([NH:1][CH:2]([CH2:12][C:13]2[CH:18]=[CH:17][CH:16]=[C:15]([O:19][C:20]([F:24])([F:25])[CH:21]([F:22])[F:23])[CH:14]=2)[CH:3]([C:5]2[CH:10]=[CH:9][N:8]=[C:7]([F:11])[CH:6]=2)[OH:4])=[O:38])=[CH:29][CH:28]=1. (8) Given the reactants [C:1]([C:3]1[C@@H:8]([C:9]2[CH:14]=[CH:13][C:12]([C:15]#[N:16])=[CH:11][C:10]=2[S:17]([CH3:20])(=[O:19])=[O:18])[N:7]([C:21](OC2C=CC([N+]([O-])=O)=CC=2)=[O:22])[C:6](=[O:33])[N:5]([C:34]2[CH:39]=[CH:38][CH:37]=[C:36]([C:40]([F:43])([F:42])[F:41])[CH:35]=2)[C:4]=1[CH3:44])#[N:2].[NH2:45][N:46]1[CH2:51][CH2:50][O:49][CH2:48][CH2:47]1, predict the reaction product. The product is: [C:1]([C:3]1[C@@H:8]([C:9]2[CH:14]=[CH:13][C:12]([C:15]#[N:16])=[CH:11][C:10]=2[S:17]([CH3:20])(=[O:18])=[O:19])[N:7]([C:21]([NH:45][N:46]2[CH2:51][CH2:50][O:49][CH2:48][CH2:47]2)=[O:22])[C:6](=[O:33])[N:5]([C:34]2[CH:39]=[CH:38][CH:37]=[C:36]([C:40]([F:42])([F:43])[F:41])[CH:35]=2)[C:4]=1[CH3:44])#[N:2]. (9) Given the reactants [Li][CH2:2][CH2:3][CH2:4][CH3:5].[F:6][C:7]1[CH:13]=[C:12](I)[CH:11]=[CH:10][C:8]=1[NH2:9], predict the reaction product. The product is: [CH2:2]([C:12]1[CH:11]=[CH:10][C:8]([NH2:9])=[C:7]([F:6])[CH:13]=1)[CH2:3][CH2:4][CH3:5]. (10) Given the reactants [OH:1][C:2]1[CH:30]=[CH:29][C:5]([CH2:6][C@H:7]2[C@H:15]3[C@@H:11]([N:12]([CH2:17][C:18]4[CH:23]=[CH:22][CH:21]=[C:20]([CH:24]([CH3:26])[CH3:25])[CH:19]=4)C(=O)[O:14]3)[CH2:10][S:9](=[O:28])(=[O:27])[CH2:8]2)=[CH:4][C:3]=1[CH2:31][OH:32].N, predict the reaction product. The product is: [OH:1][C:2]1[CH:30]=[CH:29][C:5]([CH2:6][C@H:7]2[C@H:15]([OH:14])[C@@H:11]([NH:12][CH2:17][C:18]3[CH:23]=[CH:22][CH:21]=[C:20]([CH:24]([CH3:26])[CH3:25])[CH:19]=3)[CH2:10][S:9](=[O:28])(=[O:27])[CH2:8]2)=[CH:4][C:3]=1[CH2:31][OH:32].